From a dataset of NCI-60 drug combinations with 297,098 pairs across 59 cell lines. Regression. Given two drug SMILES strings and cell line genomic features, predict the synergy score measuring deviation from expected non-interaction effect. (1) Drug 1: C1C(C(OC1N2C=NC3=C(N=C(N=C32)Cl)N)CO)O. Drug 2: C1CCC(C(C1)N)N.C(=O)(C(=O)[O-])[O-].[Pt+4]. Cell line: M14. Synergy scores: CSS=68.1, Synergy_ZIP=-4.48, Synergy_Bliss=-5.35, Synergy_Loewe=-2.77, Synergy_HSA=-0.782. (2) Drug 1: CN(C)C1=NC(=NC(=N1)N(C)C)N(C)C. Drug 2: CCC1(C2=C(COC1=O)C(=O)N3CC4=CC5=C(C=CC(=C5CN(C)C)O)N=C4C3=C2)O.Cl. Cell line: OVCAR3. Synergy scores: CSS=34.7, Synergy_ZIP=-8.16, Synergy_Bliss=2.37, Synergy_Loewe=-81.6, Synergy_HSA=0.299. (3) Drug 1: CC1=C(C(=O)C2=C(C1=O)N3CC4C(C3(C2COC(=O)N)OC)N4)N. Drug 2: CC1C(C(CC(O1)OC2CC(CC3=C2C(=C4C(=C3O)C(=O)C5=C(C4=O)C(=CC=C5)OC)O)(C(=O)CO)O)N)O.Cl. Cell line: SK-MEL-2. Synergy scores: CSS=36.9, Synergy_ZIP=0.408, Synergy_Bliss=0.923, Synergy_Loewe=-17.1, Synergy_HSA=1.15. (4) Drug 1: CC1=C(C(CCC1)(C)C)C=CC(=CC=CC(=CC(=O)O)C)C. Cell line: OVCAR3. Drug 2: CC1=C2C(C(=O)C3(C(CC4C(C3C(C(C2(C)C)(CC1OC(=O)C(C(C5=CC=CC=C5)NC(=O)C6=CC=CC=C6)O)O)OC(=O)C7=CC=CC=C7)(CO4)OC(=O)C)O)C)OC(=O)C. Synergy scores: CSS=62.9, Synergy_ZIP=19.5, Synergy_Bliss=19.3, Synergy_Loewe=-14.1, Synergy_HSA=12.3.